This data is from Reaction yield outcomes from USPTO patents with 853,638 reactions. The task is: Predict the reaction yield, written as a fraction of the theoretical maximum amount of product (1.0 means a 100% yield; for example, 0.34 means a 34% yield). (1) The catalyst is CN(C=O)C.C(O)(=O)C. The reactants are [CH3:1][O:2][C:3](=[O:17])[CH2:4][CH2:5][NH:6][C:7](=[O:16])[C:8]1[CH:13]=[CH:12][C:11]([CH:14]=O)=[CH:10][CH:9]=1.C(OCC)(OCC)OCC.C([BH3-])#N.[Na+].[C:32]([C:36]1[CH:42]=[CH:41][C:39]([NH2:40])=[CH:38][CH:37]=1)([CH3:35])([CH3:34])[CH3:33].[Cl-].[Na+]. The product is [CH3:1][O:2][C:3](=[O:17])[CH2:4][CH2:5][NH:6][C:7](=[O:16])[C:8]1[CH:13]=[CH:12][C:11]([CH2:14][NH:40][C:39]2[CH:41]=[CH:42][C:36]([C:32]([CH3:35])([CH3:34])[CH3:33])=[CH:37][CH:38]=2)=[CH:10][CH:9]=1. The yield is 0.300. (2) The reactants are [NH:1]([C:3]([S:5][CH3:6])=[NH:4])[NH2:2].[F:7][C:8]1[CH:9]=[C:10]([C:15](=O)[CH:16]=O)[CH:11]=[C:12]([F:14])[CH:13]=1. No catalyst specified. The product is [CH3:6][S:5][C:3]1[N:1]=[N:2][CH:16]=[C:15]([C:10]2[CH:9]=[C:8]([F:7])[CH:13]=[C:12]([F:14])[CH:11]=2)[N:4]=1. The yield is 0.800. (3) The reactants are [C:1](Cl)(Cl)=[S:2].[NH2:5][C:6]1[C:15]2[C:10](=[CH:11][CH:12]=[CH:13][CH:14]=2)[C:9]([CH:16]2[CH2:18][CH2:17]2)=[CH:8][CH:7]=1.C(N(C(C)C)CC)(C)C.Cl. The catalyst is ClCCl.O. The product is [CH:16]1([C:9]2[C:10]3[C:15](=[CH:14][CH:13]=[CH:12][CH:11]=3)[C:6]([N:5]=[C:1]=[S:2])=[CH:7][CH:8]=2)[CH2:18][CH2:17]1. The yield is 0.860. (4) The reactants are [CH3:1][O:2][C:3]1[CH:4]=[CH:5][C:6]([O:9][C:10]2[CH:15]=[C:14]([CH3:16])[C:13]([C:17]3[N:18]=[C:19]([NH2:22])[S:20][CH:21]=3)=[C:12]([CH3:23])[CH:11]=2)=[N:7][CH:8]=1.C(N(CC)CC)C.Cl.[C:32](Cl)(=[O:39])[C:33]1[CH:38]=[CH:37][N:36]=[CH:35][CH:34]=1. The catalyst is C(Cl)Cl. The product is [CH3:1][O:2][C:3]1[CH:4]=[CH:5][C:6]([O:9][C:10]2[CH:15]=[C:14]([CH3:16])[C:13]([C:17]3[N:18]=[C:19]([NH:22][C:32](=[O:39])[C:33]4[CH:38]=[CH:37][N:36]=[CH:35][CH:34]=4)[S:20][CH:21]=3)=[C:12]([CH3:23])[CH:11]=2)=[N:7][CH:8]=1. The yield is 0.520. (5) The product is [CH2:1]([N:7]1[C:12](=[O:13])[C:11]2[S:14][CH:15]=[C:16]([C:17]3[CH:22]=[CH:21][CH:20]=[CH:19][CH:18]=3)[C:10]=2[N:9]=[CH:8]1)[CH:2]=[CH2:3]. The reactants are [C:1]1([N:7]2[C:12](=[O:13])[C:11]3[S:14][CH:15]=[C:16]([C:17]4[CH:22]=[CH:21][CH:20]=[CH:19][CH:18]=4)[C:10]=3[N:9]=[CH:8]2)C=CC=[CH:3][CH:2]=1.NC1C(C2C=CC=CC=2)=CSC=1C(OC)=O.C(OCC)(OCC)OCC.Cl.C(N)C=C. The catalyst is C(O)(=O)C. The yield is 0.575.